This data is from Full USPTO retrosynthesis dataset with 1.9M reactions from patents (1976-2016). The task is: Predict the reactants needed to synthesize the given product. (1) Given the product [ClH:21].[ClH:21].[CH3:11][CH:9]1[CH2:8][CH2:7][N:6]([CH:12]2[CH2:17][CH2:16][NH:15][CH2:14][CH2:13]2)[CH2:5][CH2:10]1, predict the reactants needed to synthesize it. The reactants are: CC([CH:5]1[CH2:10][CH:9]([CH3:11])[CH2:8][CH2:7][N:6]1[CH:12]1[CH2:17][CH2:16][N:15](C([O-])=O)[CH2:14][CH2:13]1)(C)C.[ClH:21]. (2) Given the product [NH2:16][C:10]1[C:9]([O:8][CH2:1][C:2]2[CH:7]=[CH:6][CH:5]=[CH:4][CH:3]=2)=[CH:14][C:13]([C:29]([OH:31])=[O:30])=[CH:12][N:11]=1, predict the reactants needed to synthesize it. The reactants are: [CH2:1]([O:8][C:9]1[C:10]([NH2:16])=[N:11][CH:12]=[C:13](Br)[CH:14]=1)[C:2]1[CH:7]=[CH:6][CH:5]=[CH:4][CH:3]=1.CC1(C)C(C)(C)OB(C2C=CC([C:29]([OH:31])=[O:30])=CC=2)O1.